From a dataset of Forward reaction prediction with 1.9M reactions from USPTO patents (1976-2016). Predict the product of the given reaction. (1) Given the reactants [N:1]1[C:10]2[CH2:9][CH2:8][CH2:7][CH:6]([NH2:11])[C:5]=2[CH:4]=[CH:3][CH:2]=1.C[CH2:13][O:14][C:15]([CH3:17])=[O:16].[O:18](C(C)C)C(C)C.CO.[CH2:27]([Cl:29])[Cl:28], predict the reaction product. The product is: [CH2:27]([Cl:29])[Cl:28].[CH3:13][OH:14].[NH4+:1].[OH-:18].[N:1]1[C:10]2[CH2:9][CH2:8][CH2:7][C@@H:6]([NH:11][C:15](=[O:16])[CH3:17])[C:5]=2[CH:4]=[CH:3][CH:2]=1. (2) The product is: [CH3:13][N:10]1[CH2:11][CH2:12][C:7]([CH2:20][O:21][CH2:22][C:23]2[C:31]3[N:30]=[CH:29][NH:28][C:27]=3[CH:26]=[C:25]([C:40]([F:42])([F:41])[F:43])[CH:24]=2)([C:1]2[CH:2]=[CH:3][CH:4]=[CH:5][CH:6]=2)[CH2:8][CH2:9]1.[C:46]([OH:48])([C:45]([F:50])([F:49])[F:44])=[O:47]. Given the reactants [C:1]1([C:7]2([CH2:20][O:21][CH2:22][C:23]3[C:31]4[N:30]=[CH:29][N:28](COCC[Si](C)(C)C)[C:27]=4[CH:26]=[C:25]([C:40]([F:43])([F:42])[F:41])[CH:24]=3)[CH2:12][CH2:11][N:10]([C:13](OC(C)(C)C)=O)[CH2:9][CH2:8]2)[CH:6]=[CH:5][CH:4]=[CH:3][CH:2]=1.[F:44][C:45]([F:50])([F:49])[C:46]([OH:48])=[O:47].O.C=O.C([BH3-])#N.[Na+], predict the reaction product.